Dataset: Catalyst prediction with 721,799 reactions and 888 catalyst types from USPTO. Task: Predict which catalyst facilitates the given reaction. Reactant: Br[C:2]1[CH:3]=[C:4]([NH:10][S:11]([CH3:14])(=[O:13])=[O:12])[C:5]([O:8][CH3:9])=[N:6][CH:7]=1.[CH3:15][C:16]1([CH3:32])[C:20]([CH3:22])([CH3:21])[O:19][B:18]([B:18]2[O:19][C:20]([CH3:22])([CH3:21])[C:16]([CH3:32])([CH3:15])[O:17]2)[O:17]1.C1C=CC(P(C2C=CC=CC=2)C2C=CC=CC=2)=CC=1.CC([O-])=O.[K+]. Product: [CH3:9][O:8][C:5]1[C:4]([NH:10][S:11]([CH3:14])(=[O:13])=[O:12])=[CH:3][C:2]([B:18]2[O:19][C:20]([CH3:22])([CH3:21])[C:16]([CH3:32])([CH3:15])[O:17]2)=[CH:7][N:6]=1. The catalyst class is: 260.